Dataset: Cav3 T-type calcium channel HTS with 100,875 compounds. Task: Binary Classification. Given a drug SMILES string, predict its activity (active/inactive) in a high-throughput screening assay against a specified biological target. (1) The compound is Clc1c(NC2Sn3[nH]c(cc3=N2)C)cc(Cl)cc1. The result is 0 (inactive). (2) The drug is O=C(N1C(CCCC1)C)COc1ccc(NC(=O)c2occc2)cc1. The result is 0 (inactive). (3) The compound is O(c1c(N2CCN(CC2)CCCCOc2c(OC)cccc2)cccc1)C. The result is 0 (inactive).